The task is: Predict the reactants needed to synthesize the given product.. This data is from Full USPTO retrosynthesis dataset with 1.9M reactions from patents (1976-2016). (1) Given the product [CH3:22][N:21]([CH3:23])[CH2:20][CH2:19][NH:18][C:13]1[CH:12]=[C:11]([C:6]2[CH:5]=[CH:4][N:3]=[C:2]([NH2:1])[C:7]=2[NH2:8])[CH:16]=[C:15]([F:17])[CH:14]=1, predict the reactants needed to synthesize it. The reactants are: [NH2:1][C:2]1[C:7]([N+:8]([O-])=O)=[C:6]([C:11]2[CH:12]=[C:13]([NH:18][CH2:19][CH2:20][N:21]([CH3:23])[CH3:22])[CH:14]=[C:15]([F:17])[CH:16]=2)[CH:5]=[CH:4][N:3]=1. (2) Given the product [CH2:1]([N:3]1[C:11]2[C:6](=[C:7]([CH2:12][NH:15][CH3:14])[CH:8]=[CH:9][CH:10]=2)[CH:5]=[CH:4]1)[CH3:2], predict the reactants needed to synthesize it. The reactants are: [CH2:1]([N:3]1[C:11]2[CH:10]=[CH:9][CH:8]=[C:7]([CH:12]=O)[C:6]=2[CH:5]=[CH:4]1)[CH3:2].[CH3:14][NH2:15].[BH4-].[Na+].O.